This data is from Full USPTO retrosynthesis dataset with 1.9M reactions from patents (1976-2016). The task is: Predict the reactants needed to synthesize the given product. (1) Given the product [C:27]([NH:30][C:31]1[CH:36]=[CH:35][C:34]([C:2]2[CH:7]=[CH:6][C:5]([O:8][CH2:9][CH2:10][N:11]([CH:19]3[CH2:20][CH2:21][C:22]([CH3:25])([CH3:26])[CH2:23][CH2:24]3)[C:12](=[O:18])[O:13][C:14]([CH3:15])([CH3:16])[CH3:17])=[CH:4][CH:3]=2)=[CH:33][CH:32]=1)(=[O:29])[CH3:28], predict the reactants needed to synthesize it. The reactants are: Br[C:2]1[CH:7]=[CH:6][C:5]([O:8][CH2:9][CH2:10][N:11]([CH:19]2[CH2:24][CH2:23][C:22]([CH3:26])([CH3:25])[CH2:21][CH2:20]2)[C:12](=[O:18])[O:13][C:14]([CH3:17])([CH3:16])[CH3:15])=[CH:4][CH:3]=1.[C:27]([NH:30][C:31]1[CH:36]=[CH:35][C:34](B(O)O)=[CH:33][CH:32]=1)(=[O:29])[CH3:28].C(Cl)Cl.C([O-])([O-])=O.[Na+].[Na+].N#N. (2) Given the product [CH:31]1([C:35]([N:3]2[CH2:4][CH:5]([C:7]3[N:11]([CH3:12])[N:10]=[C:9]([NH:13][C:14]4[CH:19]=[C:18]([N:20]5[CH2:24][CH2:23][C@:22]([CH:27]6[CH2:28][CH2:29]6)([C:25]#[N:26])[C:21]5=[O:30])[CH:17]=[CH:16][N:15]=4)[CH:8]=3)[CH2:6]2)=[O:36])[CH2:34][CH2:33][CH2:32]1, predict the reactants needed to synthesize it. The reactants are: Cl.Cl.[NH:3]1[CH2:6][CH:5]([C:7]2[N:11]([CH3:12])[N:10]=[C:9]([NH:13][C:14]3[CH:19]=[C:18]([N:20]4[CH2:24][CH2:23][C@:22]([CH:27]5[CH2:29][CH2:28]5)([C:25]#[N:26])[C:21]4=[O:30])[CH:17]=[CH:16][N:15]=3)[CH:8]=2)[CH2:4]1.[CH:31]1([C:35](Cl)=[O:36])[CH2:34][CH2:33][CH2:32]1.O. (3) Given the product [CH3:25][O:24][C:20]1[CH:21]=[C:22]([CH3:23])[C:17]([S:14]([N:13]2[CH2:12][CH2:11][N:10]3[CH:27]=[CH:28][CH:29]=[C:9]3[CH:8]2[CH2:7][O:6][CH2:5][C:4]([OH:30])=[O:3])(=[O:16])=[O:15])=[C:18]([CH3:26])[CH:19]=1, predict the reactants needed to synthesize it. The reactants are: C([O:3][C:4](=[O:30])[CH2:5][O:6][CH2:7][CH:8]1[N:13]([S:14]([C:17]2[C:22]([CH3:23])=[CH:21][C:20]([O:24][CH3:25])=[CH:19][C:18]=2[CH3:26])(=[O:16])=[O:15])[CH2:12][CH2:11][N:10]2[CH:27]=[CH:28][CH:29]=[C:9]12)C.O.[OH-].[K+]. (4) Given the product [NH2:23][CH2:22][CH2:21][CH2:20][C:16]1[C:17]([OH:19])=[CH:18][C:2]([OH:1])=[C:3]([CH:15]=1)[C:4]([C:6]1[CH:14]=[CH:13][CH:12]=[CH:11][C:7]=1[C:8]([OH:10])=[O:9])=[O:5], predict the reactants needed to synthesize it. The reactants are: [OH:1][C:2]1[CH:18]=[C:17]([OH:19])[C:16]([CH2:20][CH2:21][CH2:22][NH:23]C(=O)C(F)(F)F)=[CH:15][C:3]=1[C:4]([C:6]1[CH:14]=[CH:13][CH:12]=[CH:11][C:7]=1[C:8]([OH:10])=[O:9])=[O:5].